Task: Predict the reaction yield, written as a fraction of the theoretical maximum amount of product (1.0 means a 100% yield; for example, 0.34 means a 34% yield).. Dataset: Reaction yield outcomes from USPTO patents with 853,638 reactions (1) The reactants are [NH2:1][C:2]1[C:3]([O:17][CH3:18])=[C:4]([NH:12][S:13]([CH3:16])(=[O:15])=[O:14])[CH:5]=[C:6]([C:8]([CH3:11])([CH3:10])[CH3:9])[CH:7]=1.[Li]CCCC.[Li+].C[Si]([N-][Si](C)(C)C)(C)C.C([O:36][C:37](=O)[C:38]1[CH:43]=[CH:42][C:41]([CH3:44])=[C:40]([N:45]2[CH:49]=[C:48]([C:50]3[N:51]([CH3:55])[CH:52]=[N:53][CH:54]=3)[CH:47]=[N:46]2)[CH:39]=1)C. The catalyst is C1COCC1.CO. The product is [C:8]([C:6]1[CH:5]=[C:4]([NH:12][S:13]([CH3:16])(=[O:15])=[O:14])[C:3]([O:17][CH3:18])=[C:2]([NH:1][C:37](=[O:36])[C:38]2[CH:43]=[CH:42][C:41]([CH3:44])=[C:40]([N:45]3[CH:49]=[C:48]([C:50]4[N:51]([CH3:55])[CH:52]=[N:53][CH:54]=4)[CH:47]=[N:46]3)[CH:39]=2)[CH:7]=1)([CH3:10])([CH3:11])[CH3:9]. The yield is 0.330. (2) The reactants are [NH2:1][C:2]1[C:19]([C:20]#[C:21][Si](C)(C)C)=[CH:18][C:5]([C:6]([N:8]=[S@@:9]([CH3:17])(=[O:16])[C:10]2[CH:15]=[CH:14][CH:13]=[CH:12][CH:11]=2)=[O:7])=[CH:4][N:3]=1.C([O-])([O-])=O.[K+].[K+]. The catalyst is C1COCC1.CO. The product is [NH2:1][C:2]1[C:19]([C:20]#[CH:21])=[CH:18][C:5]([C:6]([N:8]=[S@@:9]([CH3:17])(=[O:16])[C:10]2[CH:15]=[CH:14][CH:13]=[CH:12][CH:11]=2)=[O:7])=[CH:4][N:3]=1. The yield is 0.780. (3) The reactants are [N+:1]([C:4]1[CH:5]=[N:6][CH:7]=[CH:8][C:9]=1[C:10]1[CH2:15][CH2:14][CH2:13][CH:12](O)[CH:11]=1)([O-:3])=[O:2].O1CCOCC1.CC1C=CC(S(O)(=O)=O)=CC=1.C([O-])(O)=O.[Na+]. The catalyst is C(OCC)(=O)C. The product is [C:10]1([C:9]2[CH:8]=[CH:7][N:6]=[CH:5][C:4]=2[N+:1]([O-:3])=[O:2])[CH2:15][CH2:14][CH:13]=[CH:12][CH:11]=1. The yield is 0.270. (4) The reactants are [Cl:1][C:2]1[C:3]2[CH:10]=[CH:9][NH:8][C:4]=2[N:5]=[CH:6][N:7]=1.[I:11]N1C(=O)CCC1=O. The catalyst is C(Cl)(Cl)Cl. The product is [Cl:1][C:2]1[C:3]2[C:10]([I:11])=[CH:9][NH:8][C:4]=2[N:5]=[CH:6][N:7]=1. The yield is 0.820. (5) The reactants are [Cl:1][C:2]1[CH:10]=[CH:9][CH:8]=[CH:7][C:3]=1[C:4]([OH:6])=[O:5].[Cl:11][S:12](O)(=[O:14])=[O:13]. No catalyst specified. The product is [Cl:1][C:2]1[CH:10]=[CH:9][C:8]([S:12]([Cl:11])(=[O:14])=[O:13])=[CH:7][C:3]=1[C:4]([OH:6])=[O:5]. The yield is 0.790. (6) The reactants are C(ON=O)(C)(C)C.[NH2:8][C:9]1[O:10][C:11]2[C:16]([CH:17]([C:21]3[CH:26]=[CH:25][CH:24]=[CH:23][CH:22]=3)[C:18]=1[C:19]#[N:20])=[CH:15][CH:14]=[C:13](N)[CH:12]=2. The catalyst is CN(C=O)C. The product is [NH2:8][C:9]1[O:10][C:11]2[C:16]([CH:17]([C:21]3[CH:26]=[CH:25][CH:24]=[CH:23][CH:22]=3)[C:18]=1[C:19]#[N:20])=[CH:15][CH:14]=[CH:13][CH:12]=2. The yield is 0.120. (7) The reactants are ClC1N=C2NC(=O)[C@]3(C4(CCC(C)(C)CC4)[N:17]4[C@@H](C(=O)[O:14][C@@H:15](C5C=CC=CC=5)[C@H:16]4[C:26]4[CH:31]=[CH:30][CH:29]=CC=4)[C@@H]3C3C=CC=C(Cl)C=3F)C2=CC=1.[CH2:48]([O:55][C:56](Cl)=[O:57])[C:49]1[CH:54]=[CH:53][CH:52]=[CH:51][CH:50]=1.Cl.[OH-:60].[Na+]. No catalyst specified. The product is [CH2:48]([O:55][C:56]([NH:17][C@@H:16]1[CH2:26][CH2:31][C@@H:30]([CH2:29][OH:60])[O:14][CH2:15]1)=[O:57])[C:49]1[CH:54]=[CH:53][CH:52]=[CH:51][CH:50]=1. The yield is 0.370.